The task is: Predict which catalyst facilitates the given reaction.. This data is from Catalyst prediction with 721,799 reactions and 888 catalyst types from USPTO. (1) Reactant: [Cl:1][C:2]1[CH:10]=[C:9]([Cl:11])[CH:8]=[CH:7][C:3]=1[C:4](Cl)=[O:5].[NH2:12][C:13]([CH3:29])([CH2:16][N:17]1[CH:25]=[C:24]2[C:19]([C:20]([Cl:28])=[C:21]([Cl:27])[CH:22]=[C:23]2[Cl:26])=[N:18]1)[C:14]#[N:15]. Product: [Cl:1][C:2]1[CH:10]=[C:9]([Cl:11])[CH:8]=[CH:7][C:3]=1[C:4]([NH:12][C:13]([C:14]#[N:15])([CH3:29])[CH2:16][N:17]1[CH:25]=[C:24]2[C:19]([C:20]([Cl:28])=[C:21]([Cl:27])[CH:22]=[C:23]2[Cl:26])=[N:18]1)=[O:5]. The catalyst class is: 1. (2) Reactant: [CH:1]1([C:7]2[C:15]3[C:10](=[CH:11][C:12]([C:16]([O:18][CH3:19])=[O:17])=[CH:13][CH:14]=3)[NH:9][CH:8]=2)[CH2:6][CH2:5][CH2:4][CH2:3][CH2:2]1.C1C(=O)N([Br:27])C(=O)C1. Product: [Br:27][C:8]1[NH:9][C:10]2[C:15]([C:7]=1[CH:1]1[CH2:2][CH2:3][CH2:4][CH2:5][CH2:6]1)=[CH:14][CH:13]=[C:12]([C:16]([O:18][CH3:19])=[O:17])[CH:11]=2. The catalyst class is: 53. (3) Reactant: [O:1]1[CH2:6][CH2:5][CH:4]([OH:7])[CH2:3][CH2:2]1.[H-].[Na+].F[C:11]1[C:16]([N+:17]([O-:19])=[O:18])=[CH:15][CH:14]=[CH:13][N:12]=1.O. Product: [N+:17]([C:16]1[C:11]([O:7][CH:4]2[CH2:5][CH2:6][O:1][CH2:2][CH2:3]2)=[N:12][CH:13]=[CH:14][CH:15]=1)([O-:19])=[O:18]. The catalyst class is: 1. (4) Reactant: [CH:1]1([CH2:7][O:8][C:9]2[CH:14]=[C:13]([O:15][CH2:16][CH2:17][O:18][CH3:19])[CH:12]=[CH:11][C:10]=2/[CH:20]=[CH:21]/[C:22]([NH:24][S:25]([CH2:28][CH2:29][CH2:30][CH2:31][CH3:32])(=[O:27])=[O:26])=[O:23])[CH2:6][CH2:5][CH2:4][CH2:3][CH2:2]1. Product: [CH:1]1([CH2:7][O:8][C:9]2[CH:14]=[C:13]([O:15][CH2:16][CH2:17][O:18][CH3:19])[CH:12]=[CH:11][C:10]=2[CH2:20][CH2:21][C:22]([NH:24][S:25]([CH2:28][CH2:29][CH2:30][CH2:31][CH3:32])(=[O:27])=[O:26])=[O:23])[CH2:2][CH2:3][CH2:4][CH2:5][CH2:6]1. The catalyst class is: 129. (5) Reactant: [NH2:1][C:2]1[N:7]=[C:6]([NH:8][C@@H:9]([CH2:12][CH2:13][CH3:14])[CH2:10][OH:11])[C:5]([CH2:15][C:16]2[CH:21]=[CH:20][C:19]([CH2:22][C:23]([O:25][CH2:26][CH:27]3[CH2:32][CH2:31][N:30]([CH3:33])[CH2:29][CH2:28]3)=[O:24])=[CH:18][C:17]=2[O:34]CC2C=CC=CC=2)=[C:4]([CH3:42])[N:3]=1. Product: [NH2:1][C:2]1[N:7]=[C:6]([NH:8][C@@H:9]([CH2:12][CH2:13][CH3:14])[CH2:10][OH:11])[C:5]([CH2:15][C:16]2[CH:21]=[CH:20][C:19]([CH2:22][C:23]([O:25][CH2:26][CH:27]3[CH2:32][CH2:31][N:30]([CH3:33])[CH2:29][CH2:28]3)=[O:24])=[CH:18][C:17]=2[OH:34])=[C:4]([CH3:42])[N:3]=1. The catalyst class is: 99.